Dataset: NCI-60 drug combinations with 297,098 pairs across 59 cell lines. Task: Regression. Given two drug SMILES strings and cell line genomic features, predict the synergy score measuring deviation from expected non-interaction effect. Drug 1: C1=C(C(=O)NC(=O)N1)F. Drug 2: COC1=C2C(=CC3=C1OC=C3)C=CC(=O)O2. Cell line: SK-MEL-2. Synergy scores: CSS=27.3, Synergy_ZIP=1.54, Synergy_Bliss=-7.80, Synergy_Loewe=-11.4, Synergy_HSA=-8.12.